This data is from Catalyst prediction with 721,799 reactions and 888 catalyst types from USPTO. The task is: Predict which catalyst facilitates the given reaction. Reactant: [F:1][C:2]([F:16])([F:15])[C:3]1[CH:10]=[C:9]([C:11]([F:14])([F:13])[F:12])[CH:8]=[CH:7][C:4]=1[CH:5]=[O:6].[BH4-].[Na+]. Product: [F:1][C:2]([F:15])([F:16])[C:3]1[CH:10]=[C:9]([C:11]([F:12])([F:13])[F:14])[CH:8]=[CH:7][C:4]=1[CH2:5][OH:6]. The catalyst class is: 14.